This data is from NCI-60 drug combinations with 297,098 pairs across 59 cell lines. The task is: Regression. Given two drug SMILES strings and cell line genomic features, predict the synergy score measuring deviation from expected non-interaction effect. (1) Drug 1: CC1=C(C=C(C=C1)NC(=O)C2=CC=C(C=C2)CN3CCN(CC3)C)NC4=NC=CC(=N4)C5=CN=CC=C5. Drug 2: CCN(CC)CCNC(=O)C1=C(NC(=C1C)C=C2C3=C(C=CC(=C3)F)NC2=O)C. Cell line: UACC62. Synergy scores: CSS=-4.30, Synergy_ZIP=2.05, Synergy_Bliss=1.31, Synergy_Loewe=-10.4, Synergy_HSA=-6.57. (2) Drug 1: C1=CC(=CC=C1C#N)C(C2=CC=C(C=C2)C#N)N3C=NC=N3. Drug 2: CC1=C2C(C(=O)C3(C(CC4C(C3C(C(C2(C)C)(CC1OC(=O)C(C(C5=CC=CC=C5)NC(=O)OC(C)(C)C)O)O)OC(=O)C6=CC=CC=C6)(CO4)OC(=O)C)O)C)O. Cell line: CCRF-CEM. Synergy scores: CSS=-13.5, Synergy_ZIP=6.84, Synergy_Bliss=1.74, Synergy_Loewe=-16.8, Synergy_HSA=-19.0. (3) Drug 1: CS(=O)(=O)C1=CC(=C(C=C1)C(=O)NC2=CC(=C(C=C2)Cl)C3=CC=CC=N3)Cl. Drug 2: C1C(C(OC1N2C=NC3=C(N=C(N=C32)Cl)N)CO)O. Cell line: HT29. Synergy scores: CSS=13.5, Synergy_ZIP=-3.89, Synergy_Bliss=1.66, Synergy_Loewe=-8.07, Synergy_HSA=-0.953. (4) Drug 1: C1C(C(OC1N2C=C(C(=O)NC2=O)F)CO)O. Drug 2: C(CN)CNCCSP(=O)(O)O. Cell line: IGROV1. Synergy scores: CSS=9.26, Synergy_ZIP=-1.96, Synergy_Bliss=2.70, Synergy_Loewe=-14.9, Synergy_HSA=1.94.